Dataset: Full USPTO retrosynthesis dataset with 1.9M reactions from patents (1976-2016). Task: Predict the reactants needed to synthesize the given product. Given the product [N+:8]([C:6]1[CH:7]=[C:2]([C:15]#[C:14][CH2:13][CH2:12][CH2:11][NH:16][C:17](=[O:23])[O:18][C:19]([CH3:21])([CH3:20])[CH3:22])[CH:3]=[N:4][CH:5]=1)([O-:10])=[O:9], predict the reactants needed to synthesize it. The reactants are: Br[C:2]1[CH:3]=[N:4][CH:5]=[C:6]([N+:8]([O-:10])=[O:9])[CH:7]=1.[CH2:11]([NH:16][C:17](=[O:23])[O:18][C:19]([CH3:22])([CH3:21])[CH3:20])[CH2:12][CH2:13][C:14]#[CH:15].C1(P(C2C=CC=CC=2)C2C3OC4C(=CC=CC=4P(C4C=CC=CC=4)C4C=CC=CC=4)C(C)(C)C=3C=CC=2)C=CC=CC=1.C([O-])([O-])=O.[Cs+].[Cs+].